This data is from Reaction yield outcomes from USPTO patents with 853,638 reactions. The task is: Predict the reaction yield, written as a fraction of the theoretical maximum amount of product (1.0 means a 100% yield; for example, 0.34 means a 34% yield). (1) The reactants are [CH:1]([N:4]1[CH:8]=[CH:7][C:6]([C:9]2[S:10][CH:11]=[C:12]([CH3:14])[CH:13]=2)=[N:5]1)([CH3:3])[CH3:2].[I:15]N1C(=O)CCC1=O.S([O-])([O-])(=O)=S.[Na+].[Na+].C(=O)([O-])[O-].[Na+].[Na+]. The catalyst is CN(C)C=O. The product is [I:15][C:7]1[C:6]([C:9]2[S:10][CH:11]=[C:12]([CH3:14])[CH:13]=2)=[N:5][N:4]([CH:1]([CH3:3])[CH3:2])[CH:8]=1. The yield is 0.820. (2) The reactants are [C:1]([O:5][C:6]([N:8]1[CH2:13][CH2:12][CH:11]([C:14]([C:16]2[S:17][CH:18]=[CH:19][C:20]=2[Br:21])=O)[CH2:10][CH2:9]1)=[O:7])([CH3:4])([CH3:3])[CH3:2].Cl.[NH2:23][OH:24].N1C=CC=CC=1. The catalyst is O. The product is [C:1]([O:5][C:6]([N:8]1[CH2:13][CH2:12][CH:11]([C:14]([C:16]2[S:17][CH:18]=[CH:19][C:20]=2[Br:21])=[N:23][OH:24])[CH2:10][CH2:9]1)=[O:7])([CH3:4])([CH3:3])[CH3:2]. The yield is 0.580. (3) The reactants are [Cl:1][C:2]1[C:3]2[N:4]([CH:20]=[CH:21][N:22]=2)[CH:5]=[C:6]([C:17]([OH:19])=O)[C:7]=1[NH:8][C:9]1[CH:14]=[CH:13][C:12]([I:15])=[CH:11][C:10]=1[F:16].C(N(CC)C(C)C)(C)C.C1CN([P+](ON2N=NC3C=CC=CC2=3)(N2CCCC2)N2CCCC2)CC1.F[P-](F)(F)(F)(F)F.Cl.[N+:66]([CH:69]([C:71]1([OH:75])[CH2:74][NH:73][CH2:72]1)[CH3:70])([O-:68])=[O:67]. The product is [Cl:1][C:2]1[C:3]2[N:4]([CH:20]=[CH:21][N:22]=2)[CH:5]=[C:6]([C:17]([N:73]2[CH2:74][C:71]([CH:69]([N+:66]([O-:68])=[O:67])[CH3:70])([OH:75])[CH2:72]2)=[O:19])[C:7]=1[NH:8][C:9]1[CH:14]=[CH:13][C:12]([I:15])=[CH:11][C:10]=1[F:16]. The catalyst is CN(C)C=O. The yield is 1.00. (4) The reactants are [Cl:1][C:2]1[C:3]([F:11])=[C:4]2[CH:10]=[CH:9][NH:8][C:5]2=[N:6][CH:7]=1.[N+:12]([O-])([OH:14])=[O:13]. No catalyst specified. The product is [Cl:1][C:2]1[C:3]([F:11])=[C:4]2[C:10]([N+:12]([O-:14])=[O:13])=[CH:9][NH:8][C:5]2=[N:6][CH:7]=1. The yield is 0.860. (5) The reactants are [OH-].[Na+].[CH:3]12[CH2:12][CH:7]3[CH2:8][CH:9]([CH2:11][CH:5]([CH2:6]3)[CH:4]1[NH:13][C:14]([C:16]1[CH:17]=[N:18][N:19]([C:28]3[CH:37]=[CH:36][C:31]([C:32]([O:34]C)=[O:33])=[CH:30][CH:29]=3)[C:20]=1[S:21][CH:22]1[CH2:27][CH2:26][CH2:25][CH2:24][CH2:23]1)=[O:15])[CH2:10]2. The catalyst is CO. The product is [CH:3]12[CH2:12][CH:7]3[CH2:8][CH:9]([CH2:11][CH:5]([CH2:6]3)[CH:4]1[NH:13][C:14]([C:16]1[CH:17]=[N:18][N:19]([C:28]3[CH:37]=[CH:36][C:31]([C:32]([OH:34])=[O:33])=[CH:30][CH:29]=3)[C:20]=1[S:21][CH:22]1[CH2:27][CH2:26][CH2:25][CH2:24][CH2:23]1)=[O:15])[CH2:10]2. The yield is 1.00. (6) The reactants are [Cl:1][C:2]1[C:3]([O:12][C:13]2[CH:18]=[C:17]([OH:19])[CH:16]=[CH:15][C:14]=2/[CH:20]=[CH:21]/[C:22]([O:24][CH2:25][CH3:26])=[O:23])=[N:4][CH:5]=[C:6]([C:8]([F:11])([F:10])[F:9])[CH:7]=1.[CH2:27]([O:29][CH2:30][CH:31](O)[CH2:32][O:33][CH2:34][CH3:35])[CH3:28].C(P(CCCC)CCCC)CCC.N(C(N1CCCCC1)=O)=NC(N1CCCCC1)=O. The catalyst is O1CCCC1. The product is [Cl:1][C:2]1[C:3]([O:12][C:13]2[CH:18]=[C:17]([O:19][CH:31]([CH2:32][O:33][CH2:34][CH3:35])[CH2:30][O:29][CH2:27][CH3:28])[CH:16]=[CH:15][C:14]=2/[CH:20]=[CH:21]/[C:22]([O:24][CH2:25][CH3:26])=[O:23])=[N:4][CH:5]=[C:6]([C:8]([F:9])([F:11])[F:10])[CH:7]=1. The yield is 0.490.